From a dataset of Forward reaction prediction with 1.9M reactions from USPTO patents (1976-2016). Predict the product of the given reaction. (1) Given the reactants [CH2:1]([C:5]1[N:10]2[N:11]=[CH:12][N:13]=[C:9]2[N:8]([CH:14]2[CH2:19][CH2:18][C:17](=[O:20])[CH2:16][CH2:15]2)[C:7](=[O:21])[C:6]=1[CH2:22][C:23]1[CH:28]=[CH:27][C:26]([C:29]2[C:30]([C:35]#[N:36])=[CH:31][CH:32]=[CH:33][CH:34]=2)=[CH:25][CH:24]=1)[CH2:2][CH2:3][CH3:4].[CH3:37][CH:38]([CH:41]([CH3:43])[OH:42])CO, predict the reaction product. The product is: [CH2:1]([C:5]1[N:10]2[N:11]=[CH:12][N:13]=[C:9]2[N:8]([CH:14]2[CH2:15][CH2:16][C:17]3([O:42][CH:41]([CH3:43])[CH:38]([CH3:37])[O:20]3)[CH2:18][CH2:19]2)[C:7](=[O:21])[C:6]=1[CH2:22][C:23]1[CH:28]=[CH:27][C:26]([C:29]2[C:30]([C:35]#[N:36])=[CH:31][CH:32]=[CH:33][CH:34]=2)=[CH:25][CH:24]=1)[CH2:2][CH2:3][CH3:4]. (2) The product is: [CH2:1]([O:4][N:5]([C@H:18]1[CH2:23][NH:22][C@H:21]([C:31]([NH2:32])=[O:33])[CH:20]=[C:19]1[CH3:34])[S:6]([C:9]1[CH:14]=[CH:13][CH:12]=[CH:11][C:10]=1[N+:15]([O-:17])=[O:16])(=[O:8])=[O:7])[CH:2]=[CH2:3]. Given the reactants [CH2:1]([O:4][N:5]([C@H:18]1[CH2:23][N:22](C(OC(C)(C)C)=O)[C@H:21]([C:31](=[O:33])[NH2:32])[CH:20]=[C:19]1[CH3:34])[S:6]([C:9]1[CH:14]=[CH:13][CH:12]=[CH:11][C:10]=1[N+:15]([O-:17])=[O:16])(=[O:8])=[O:7])[CH:2]=[CH2:3], predict the reaction product. (3) Given the reactants C1(O)C=CC(C2C=C[C:10]([OH:13])=CC=2)=CC=1.[OH-:15].[Na+].ClC1C=CC(S(C2C=CC(Cl)=CC=2)(=O)=[O:25])=CC=1.[C:34]1([OH:40])[CH:39]=[CH:38][CH:37]=[CH:36][CH:35]=1, predict the reaction product. The product is: [CH:36]1[CH:35]=[C:10]([OH:13])[C:34]([OH:40])=[C:39]([OH:25])[C:38](=[O:15])[CH:37]=1. (4) Given the reactants [CH3:1][NH:2][C:3]([CH:5]1[CH2:14][C:13]2[N:15]([CH3:19])[C:16]([CH3:18])=[N:17][C:12]=2[C:11]2[NH:10][C@H:9]([C:20]3[CH:25]=[CH:24][CH:23]=[CH:22][CH:21]=3)[C@@H:8]([OH:26])[C:7](=[O:27])[C:6]1=2)=[O:4].[C:28](O[C:28](=[O:33])[C:29]([CH3:32])([CH3:31])[CH3:30])(=[O:33])[C:29]([CH3:32])([CH3:31])[CH3:30].CS(O)(=O)=O.C(=O)(O)[O-].[Na+], predict the reaction product. The product is: [CH3:1][NH:2][C:3]([CH:5]1[CH2:14][C:13]2[N:15]([CH3:19])[C:16]([CH3:18])=[N:17][C:12]=2[C:11]2[NH:10][C@H:9]([C:20]3[CH:25]=[CH:24][CH:23]=[CH:22][CH:21]=3)[C@@H:8]([O:26][C:28](=[O:33])[C:29]([CH3:32])([CH3:31])[CH3:30])[C:7](=[O:27])[C:6]1=2)=[O:4]. (5) Given the reactants [O:1]1[CH2:5][CH2:4][CH2:3][CH:2]1[CH2:6][O:7]S(C)(=O)=O.[N:12]1[CH:17]=[CH:16][CH:15]=[CH:14][C:13]=1[C:18]1[C:19]([C:26]2[C:35]3[C:30](=[CH:31][C:32](O)=[CH:33][CH:34]=3)[N:29]=[CH:28][CH:27]=2)=[C:20]2[CH2:25][CH2:24][CH2:23][N:21]2[N:22]=1.C(=O)([O-])[O-].[Cs+].[Cs+], predict the reaction product. The product is: [N:12]1[CH:17]=[CH:16][CH:15]=[CH:14][C:13]=1[C:18]1[C:19]([C:26]2[C:35]3[C:30](=[CH:31][C:32]([O:7][CH2:6][CH:2]4[CH2:3][CH2:4][CH2:5][O:1]4)=[CH:33][CH:34]=3)[N:29]=[CH:28][CH:27]=2)=[C:20]2[CH2:25][CH2:24][CH2:23][N:21]2[N:22]=1. (6) The product is: [Cl:1][C:2]1[CH:3]=[CH:4][CH:5]=[C:6]2[C:10]3([CH2:15][CH2:14][NH:13][CH2:12][CH2:11]3)[CH2:9][N:8]([CH3:26])[C:7]=12. Given the reactants [Cl:1][C:2]1[CH:3]=[CH:4][CH:5]=[C:6]2[C:10]3([CH2:15][CH2:14][N:13](C(OCC4C=CC=CC=4)=O)[CH2:12][CH2:11]3)[CH2:9][N:8]([CH3:26])[C:7]=12, predict the reaction product. (7) Given the reactants Cl.C[O:3][C:4](=[O:38])[C:5]1[CH:10]=[CH:9][C:8]([O:11][C:12]2[CH:17]=[CH:16][C:15]([CH2:18][C@H:19]([NH2:37])[C:20]3[N:21]([CH2:33][CH2:34][CH2:35][CH3:36])[CH:22]=[C:23]([C:25]4[CH:30]=[CH:29][C:28]([Cl:31])=[CH:27][C:26]=4[Cl:32])[N:24]=3)=[CH:14][CH:13]=2)=[CH:7][CH:6]=1.[CH3:39][O:40][C:41]1[CH:42]=[C:43]([CH:47]=[C:48]([O:50][CH3:51])[CH:49]=1)[C:44]([OH:46])=O, predict the reaction product. The product is: [CH2:33]([N:21]1[CH:22]=[C:23]([C:25]2[CH:30]=[CH:29][C:28]([Cl:31])=[CH:27][C:26]=2[Cl:32])[N:24]=[C:20]1[C@@H:19]([NH:37][C:44](=[O:46])[C:43]1[CH:47]=[C:48]([O:50][CH3:51])[CH:49]=[C:41]([O:40][CH3:39])[CH:42]=1)[CH2:18][C:15]1[CH:16]=[CH:17][C:12]([O:11][C:8]2[CH:9]=[CH:10][C:5]([C:4]([OH:38])=[O:3])=[CH:6][CH:7]=2)=[CH:13][CH:14]=1)[CH2:34][CH2:35][CH3:36]. (8) Given the reactants O[C:2]1[C:7]([C:8]#[N:9])=[C:6]([C:10]2[CH:11]=[N:12][CH:13]=[C:14]([O:16][CH3:17])[CH:15]=2)[N:5]=[C:4]([CH3:18])[N:3]=1.O1CCOCC1.O=P(Cl)(Cl)[Cl:27], predict the reaction product. The product is: [Cl:27][C:2]1[C:7]([C:8]#[N:9])=[C:6]([C:10]2[CH:11]=[N:12][CH:13]=[C:14]([O:16][CH3:17])[CH:15]=2)[N:5]=[C:4]([CH3:18])[N:3]=1. (9) The product is: [C:1]([C:3]([CH3:25])([CH3:24])[C:4]1[CH:5]=[C:6]([CH:20]=[C:21]([O:23][CH2:27][C:28](=[O:29])[NH:30][CH3:31])[CH:22]=1)[C:7]([NH:9][C:10]1[CH:15]=[CH:14][C:13]([CH3:16])=[C:12]([N+:17]([O-:19])=[O:18])[CH:11]=1)=[O:8])#[N:2]. Given the reactants [C:1]([C:3]([CH3:25])([CH3:24])[C:4]1[CH:5]=[C:6]([CH:20]=[C:21]([OH:23])[CH:22]=1)[C:7]([NH:9][C:10]1[CH:15]=[CH:14][C:13]([CH3:16])=[C:12]([N+:17]([O-:19])=[O:18])[CH:11]=1)=[O:8])#[N:2].Cl[CH2:27][C:28]([NH:30][CH3:31])=[O:29].C([O-])([O-])=O.[K+].[K+].[I-].[Na+], predict the reaction product.